Task: Predict the reaction yield, written as a fraction of the theoretical maximum amount of product (1.0 means a 100% yield; for example, 0.34 means a 34% yield).. Dataset: Reaction yield outcomes from USPTO patents with 853,638 reactions The reactants are Cl[C:2]1[N:7]=[C:6]([NH:8][C:9]([C:11]2([C:14]3[CH:15]=[CH:16][C:17]4[O:21][CH2:20][CH2:19][C:18]=4[CH:22]=3)[CH2:13][CH2:12]2)=[O:10])[CH:5]=[C:4]([CH3:23])[CH:3]=1.[CH3:24][O:25][C:26]1[CH:31]=[C:30](B(O)O)[CH:29]=[CH:28][N:27]=1.C([O-])([O-])=O.[Na+].[Na+]. The catalyst is COCCOC.C1C=CC([P]([Pd]([P](C2C=CC=CC=2)(C2C=CC=CC=2)C2C=CC=CC=2)([P](C2C=CC=CC=2)(C2C=CC=CC=2)C2C=CC=CC=2)[P](C2C=CC=CC=2)(C2C=CC=CC=2)C2C=CC=CC=2)(C2C=CC=CC=2)C2C=CC=CC=2)=CC=1. The product is [O:21]1[C:17]2[CH:16]=[CH:15][C:14]([C:11]3([C:9]([NH:8][C:6]4[N:7]=[C:2]([C:30]5[CH:29]=[CH:28][N:27]=[C:26]([O:25][CH3:24])[CH:31]=5)[CH:3]=[C:4]([CH3:23])[CH:5]=4)=[O:10])[CH2:13][CH2:12]3)=[CH:22][C:18]=2[CH2:19][CH2:20]1. The yield is 0.420.